From a dataset of Catalyst prediction with 721,799 reactions and 888 catalyst types from USPTO. Predict which catalyst facilitates the given reaction. (1) Reactant: [CH2:1]([N:8](C)[C:9]1[N:13]([C:14]2[N:22]=[C:21]3[C:17]([N:18]=[C:19]([CH2:24][N:25]4[CH2:30][CH2:29][CH:28]([C:31]([OH:34])([CH3:33])[CH3:32])[CH2:27][CH2:26]4)[N:20]3[CH3:23])=[C:16]([N:35]3[CH2:40][CH2:39][O:38][CH2:37][CH2:36]3)[N:15]=2)[C:12]2[CH:41]=[CH:42][CH:43]=[CH:44][C:11]=2[N:10]=1)C1C=CC=CC=1.C(O)(=O)C. Product: [CH3:23][N:20]1[C:19]([CH2:24][N:25]2[CH2:30][CH2:29][CH:28]([C:31]([OH:34])([CH3:33])[CH3:32])[CH2:27][CH2:26]2)=[N:18][C:17]2[C:21]1=[N:22][C:14]([N:13]1[C:12]3[CH:41]=[CH:42][CH:43]=[CH:44][C:11]=3[N:10]=[C:9]1[NH:8][CH3:1])=[N:15][C:16]=2[N:35]1[CH2:36][CH2:37][O:38][CH2:39][CH2:40]1. The catalyst class is: 63. (2) Product: [I:19][C:3]1[CH:2]=[CH:1][C:9]2[C:8]3[CH:10]=[CH:11][CH:12]=[CH:13][C:7]=3[O:6][C:5]=2[CH:4]=1. Reactant: [CH:1]1[C:9]2[C:8]3[CH:10]=[CH:11][CH:12]=[CH:13][C:7]=3[O:6][C:5]=2[CH:4]=[C:3](N)[CH:2]=1.N([O-])=O.[Na+].[I-:19].[Na+].S([O-])([O-])=O.[Na+].[Na+]. The catalyst class is: 33. (3) Reactant: [NH:1]([C:3]1[NH:4][CH2:5][CH2:6][N:7]=1)[NH2:2].Br.[OH-].[Na+].[C:11]1([CH2:17][C:18](Cl)=[O:19])[CH:16]=[CH:15][CH:14]=[CH:13][CH:12]=1. Product: [C:11]1([CH2:17][C:18]([C:3]2([NH:1][NH2:2])[N:4]=[CH:5][CH:6]=[N:7]2)=[O:19])[CH:16]=[CH:15][CH:14]=[CH:13][CH:12]=1. The catalyst class is: 28. (4) Reactant: [OH:1][C:2]1[CH:3]=[C:4]([C:8]2[C:9]([CH2:25][CH2:26][O:27][CH3:28])=[C:10]([C:22](=[O:24])[CH3:23])[C:11]([O:18][CH2:19][O:20][CH3:21])=[CH:12][C:13]=2[O:14][CH2:15][O:16][CH3:17])[CH:5]=[CH:6][CH:7]=1.C(=O)([O-])[O-].[K+].[K+].[CH2:35](Br)[C:36]1[CH:41]=[CH:40][CH:39]=[CH:38][CH:37]=1.O. Product: [CH2:35]([O:1][C:2]1[CH:3]=[C:4]([C:8]2[C:9]([CH2:25][CH2:26][O:27][CH3:28])=[C:10]([C:22](=[O:24])[CH3:23])[C:11]([O:18][CH2:19][O:20][CH3:21])=[CH:12][C:13]=2[O:14][CH2:15][O:16][CH3:17])[CH:5]=[CH:6][CH:7]=1)[C:36]1[CH:41]=[CH:40][CH:39]=[CH:38][CH:37]=1. The catalyst class is: 9. (5) Reactant: [NH2:1][C:2]1[CH:7]=[CH:6][C:5]([Br:8])=[CH:4][C:3]=1[C:9]([C:11]1[CH:16]=[CH:15][CH:14]=[CH:13][CH:12]=1)=O.[CH:17]1([C:20](=[O:25])[CH2:21][C:22](=O)[CH3:23])[CH2:19][CH2:18]1.C(O)(C)C. The catalyst class is: 644. Product: [Br:8][C:5]1[CH:4]=[C:3]2[C:2](=[CH:7][CH:6]=1)[N:1]=[C:22]([CH3:23])[C:21]([C:20]([CH:17]1[CH2:19][CH2:18]1)=[O:25])=[C:9]2[C:11]1[CH:16]=[CH:15][CH:14]=[CH:13][CH:12]=1.